This data is from Forward reaction prediction with 1.9M reactions from USPTO patents (1976-2016). The task is: Predict the product of the given reaction. (1) The product is: [Br:1][C:2]1[CH:3]=[C:4]([C:17]2[N:18]=[C:19]([CH:23]3[CH2:24][CH2:25][N:26]([C:29](=[O:40])[CH2:45][N:44]4[C:47]([CH3:48])=[CH:49][C:51]([CH2:63][C:61]([OH:67])=[O:62])=[N:52]4)[CH2:27][CH2:28]3)[S:20][C:21]=2[Cl:22])[CH:5]=[C:6]([O:12][C:13]([F:14])([F:15])[F:16])[C:7]=1[C:8]([F:11])([F:9])[F:10]. Given the reactants [Br:1][C:2]1[CH:3]=[C:4]([C:17]2[N:18]=[C:19]([CH:23]3[CH2:28][CH2:27][N:26]([C:29](=[O:40])CC4NC5=NC=CC=C5N=4)[CH2:25][CH2:24]3)[S:20][C:21]=2[Cl:22])[CH:5]=[C:6]([O:12][C:13]([F:16])([F:15])[F:14])[C:7]=1[C:8]([F:11])([F:10])[F:9].C([N:44]([CH:47]([CH3:49])[CH3:48])[CH2:45]C)(C)C.C[CH2:51][N:52]=C=NCCCN(C)C.[C:61]([OH:67])([C:63](F)(F)F)=[O:62], predict the reaction product. (2) Given the reactants [F:1][C:2]1[CH:7]=[CH:6][C:5](B2OCCO2)=[CH:4][C:3]=1[C:13]([F:16])([F:15])[F:14].Br[C:18]([C:20]([F:23])([F:22])[F:21])=[CH2:19].C([O-])([O-])=O.[K+].[K+], predict the reaction product. The product is: [F:1][C:2]1[CH:7]=[CH:6][C:5]([C:18]([C:20]([F:23])([F:22])[F:21])=[CH2:19])=[CH:4][C:3]=1[C:13]([F:14])([F:15])[F:16].